From a dataset of Experimentally validated miRNA-target interactions with 360,000+ pairs, plus equal number of negative samples. Binary Classification. Given a miRNA mature sequence and a target amino acid sequence, predict their likelihood of interaction. (1) The miRNA is hsa-miR-4720-5p with sequence CCUGGCAUAUUUGGUAUAACUU. The protein sequence of the target gene is MMDSEAHEKRPPMLTSSNQDLSPHIAGVGDMKHYLCGYCAAFNNVAITYPVQKILFRQQLYGIKTRDAVLQLRKDGFRNLYRGILPPLMQKTTTLALMFGLYEDLSRLLHKHVSSAPEFATRSVAALLAGTTEAILTPFERVQTLLQDHKHHDKFTNTYQAFRALRCHGIAEYYRGMVPILFRNGFGNVLFFGLRGPIKESLPTATTYSAHLVNDFICGGVLGAVLGFLSFPINVVKARIQSQIGGPFLSLPMVFKTIWIERDRKLINLFRGAHLNYHRSLISWGIINATYEFLLKIV. Result: 0 (no interaction). (2) The miRNA is mmu-miR-344f-3p with sequence CUCUAGCCAGGACCUGACUAC. The protein sequence of the target gene is MFQAFPGDYDSGSRCSSSPSAESQYLSSVDSFGSPPTAAASQECAGLGEMPGSFVPTVTAITTSQDLQWLVQPTLISSMAQSQGQPLASQPPVVDPYDMPGTSYSTPGMSGYSSGGASGSGGPSTSGTTSGPGPARPARARPRRPREETLTPEEEEKRRVRRERNKLAAAKCRNRRRELTDRLQAETDQLEEEKAELESEIAELQKEKERLEFVLVAHKPGCKIPYEEGPGPGPLAEVRDLPGSAPAKEDGFSWLLPPPPPPPLPFQTSQDAPPNLTASLFTHSEVQVLGDPFPVVNPSY.... Result: 0 (no interaction). (3) The miRNA is rno-let-7i-5p with sequence UGAGGUAGUAGUUUGUGCUGUU. The protein sequence of the target gene is MFSSVAHLARANPFNTPHLQLVHDGLGDLRSSSPGPTGQPRRPRNLAAAAVEEQYSCDYGSGRFFILCGLGGIISCGTTHTALVPLDLVKCRMQVDPQKYKGIFNGFSVTLKEDGVRGLAKGWAPTFLGYSMQGLCKFGFYEVFKVLYSNMLGEENTYLWRTSLYLAASASAEFFADIALAPMEAAKVRIQTQPGYANTLRDAAPKMYKEEGLKAFYKGVAPLWMRQIPYTMMKFACFERTVEALYKFVVPKPRSECSKPEQLVVTFVAGYIAGVFCAIVSHPADSVVSVLNKEKGSSAS.... Result: 0 (no interaction). (4) The miRNA is hsa-miR-6883-5p with sequence AGGGAGGGUGUGGUAUGGAUGU. The protein sequence of the target gene is MGEQPIFTTRAHVFQIDPSTKKNWVPASKQAVTVSYFYDVTRNSYRIISVDGAKVIINSTITPNMTFTKTSQKFGQWADSRANTVFGLGFSSELQLTKFAEKFQEVREAARLARDKSQEKTETSSNHSQESGCETPSSTQASSVNGTDDEKASHASPADTHLKSENDKLKIALTQSAANVKKWEMELQTLRESNARLTTALQESAASVEQWKRQFSICRDENDRLRSKIEELEEQCSEINREKEKNTQLKRRIEELESEVRDKEMELKDLRKQSEIIPQLMSECEYVSEKLEAAERDNQN.... Result: 0 (no interaction). (5) The miRNA is hsa-miR-3689a-5p with sequence UGUGAUAUCAUGGUUCCUGGGA. The protein sequence of the target gene is MERSLKNVLVVSCGFLLLFTAYGGLQNLQSSLYSEQGLGVATLSTLYASVLLSSMFLPPILIKKCGCKWTIVGSMCCYVVFSLGNFHANWYTLIPTSILLGLGAAPLWSAQGTYLTTMGNLQAEKVGKLGKDVVNQYFGIFFLVFQSSGVWGNLISSLVFGKMSMQEAIPEEQLMSCGAKDCLMGPAATNSTHHPSQQLIYTLLGIYTGCGVLAILLVAVFLESLEDKLENEGERRPRPPPLWSTLLSTFMLFRDKRLCLLMFLPLYSGFQQEFLSGEYTKSYVTCALGIHFVGYVMICF.... Result: 0 (no interaction).